This data is from Forward reaction prediction with 1.9M reactions from USPTO patents (1976-2016). The task is: Predict the product of the given reaction. (1) Given the reactants Cl.[Cl:2][C:3]1[CH:4]=[C:5]2[C:9](=[CH:10][CH:11]=1)[NH:8][CH:7]=[C:6]2[CH2:12][CH2:13][NH2:14].CN(C(ON1N=NC2C=CC=NC1=2)=[N+](C)C)C.F[P-](F)(F)(F)(F)F.Cl.[CH2:40]([N:47]1[CH2:51][CH2:50][C@@H:49]([C:52](O)=[O:53])[CH2:48]1)[C:41]1[CH:46]=[CH:45][CH:44]=[CH:43][CH:42]=1.C(N(CC)C(C)C)(C)C, predict the reaction product. The product is: [CH2:40]([N:47]1[CH2:51][CH2:50][C@@H:49]([C:52]([NH:14][CH2:13][CH2:12][C:6]2[C:5]3[C:9](=[CH:10][CH:11]=[C:3]([Cl:2])[CH:4]=3)[NH:8][CH:7]=2)=[O:53])[CH2:48]1)[C:41]1[CH:46]=[CH:45][CH:44]=[CH:43][CH:42]=1. (2) Given the reactants Br[CH2:2][C:3]1[CH:8]=[CH:7][C:6]([B:9]2[O:13][C:12]([CH3:15])([CH3:14])[C:11]([CH3:17])([CH3:16])[O:10]2)=[CH:5][CH:4]=1.[NH:18]([CH3:20])[CH3:19], predict the reaction product. The product is: [CH3:19][N:18]([CH3:20])[CH2:2][C:3]1[CH:8]=[CH:7][C:6]([B:9]2[O:13][C:12]([CH3:15])([CH3:14])[C:11]([CH3:17])([CH3:16])[O:10]2)=[CH:5][CH:4]=1.